Dataset: Catalyst prediction with 721,799 reactions and 888 catalyst types from USPTO. Task: Predict which catalyst facilitates the given reaction. (1) Reactant: [CH3:1][O:2][C:3]([C:5]1[S:6][C:7]([CH2:10][CH2:11][CH2:12][C@H:13]2[CH2:17][CH2:16][C:15]([C:19]([CH3:27])([CH3:26])[O:20][SiH2:21][C:22]([CH3:25])([CH3:24])[CH3:23])(O)[C@@H:14]2[C:28]2[CH:33]=[CH:32][C:31]([CH:34]([O:40][CH2:41][C:42]3[CH:47]=[CH:46][C:45]([O:48][CH3:49])=[CH:44][CH:43]=3)[CH2:35][CH2:36][CH2:37][CH2:38][CH3:39])=[CH:30][CH:29]=2)=[CH:8][CH:9]=1)=[O:4].C([N+](CC)(CC)S(NC(=O)OC)(=O)=O)C. Product: [CH3:1][O:2][C:3]([C:5]1[S:6][C:7]([CH2:10][CH2:11][CH2:12][C@H:13]2[CH2:17][CH2:16][C:15]([C:19]([CH3:27])([CH3:26])[O:20][SiH2:21][C:22]([CH3:25])([CH3:23])[CH3:24])=[C:14]2[C:28]2[CH:29]=[CH:30][C:31]([CH:34]([O:40][CH2:41][C:42]3[CH:43]=[CH:44][C:45]([O:48][CH3:49])=[CH:46][CH:47]=3)[CH2:35][CH2:36][CH2:37][CH2:38][CH3:39])=[CH:32][CH:33]=2)=[CH:8][CH:9]=1)=[O:4]. The catalyst class is: 48. (2) Reactant: Cl[C:2]1[N:7]=[C:6]([NH2:8])[CH:5]=[CH:4][N:3]=1.CCN(C(C)C)C(C)C.Br[C:19]1[C:28]2[C:23](=C[CH:25]=[C:26](OC)[N:27]=2)[N:22]=[CH:21]C=1N. Product: [CH3:19][C@H:28]1[CH2:23][N:22]([CH3:21])[CH2:25][CH2:26][N:27]1[C:2]1[N:7]=[C:6]([NH2:8])[CH:5]=[CH:4][N:3]=1. The catalyst class is: 9.